Dataset: Full USPTO retrosynthesis dataset with 1.9M reactions from patents (1976-2016). Task: Predict the reactants needed to synthesize the given product. (1) Given the product [CH3:16][N:17]([CH3:18])[C:19]1[CH:24]=[C:23]([CH:22]=[CH:21][CH:20]=1)[C:25]([O:1][CH:2]([CH3:15])[CH2:3][C:4](=[O:5])[CH:6]1[C:11]([CH3:13])([CH3:12])[CH2:10][CH2:9][CH:8]=[C:7]1[CH3:14])=[O:26], predict the reactants needed to synthesize it. The reactants are: [OH:1][CH:2]([CH3:15])[CH2:3][C:4]([CH:6]1[C:11]([CH3:13])([CH3:12])[CH2:10][CH2:9][CH:8]=[C:7]1[CH3:14])=[O:5].[CH3:16][N:17]([C:19]1[CH:24]=[C:23]([C:25](O)=[O:26])[CH:22]=[CH:21][CH:20]=1)[CH3:18].C1CCC(N=C=NC2CCCCC2)CC1.Cl. (2) Given the product [C:24]([C:3]1[C:2]([NH:26][C:27]2[O:31][N:30]=[C:29]([C:32]3[CH:37]=[CH:36][CH:35]=[CH:34][CH:33]=3)[CH:28]=2)=[CH:7][C:6]([NH:8][C@@H:9]2[CH2:14][CH2:13][CH2:12][CH2:11][C@@H:10]2[NH:15][C:16](=[O:22])[O:17][C:18]([CH3:21])([CH3:20])[CH3:19])=[C:5]([F:23])[CH:4]=1)#[N:25], predict the reactants needed to synthesize it. The reactants are: Br[C:2]1[C:3]([C:24]#[N:25])=[CH:4][C:5]([F:23])=[C:6]([NH:8][C@@H:9]2[CH2:14][CH2:13][CH2:12][CH2:11][C@@H:10]2[NH:15][C:16](=[O:22])[O:17][C:18]([CH3:21])([CH3:20])[CH3:19])[CH:7]=1.[NH2:26][C:27]1[O:31][N:30]=[C:29]([C:32]2[CH:37]=[CH:36][CH:35]=[CH:34][CH:33]=2)[CH:28]=1.O.O.O.[O-]C1C=CC=CC=1.[Na+].CC1(C)C2C(=C(P(C3C=CC=CC=3)C3C=CC=CC=3)C=CC=2)OC2C(P(C3C=CC=CC=3)C3C=CC=CC=3)=CC=CC1=2. (3) Given the product [C:1]([C:9]1[CH:17]=[CH:16][CH:12]=[CH:11][CH:10]=1)(=[O:8])[C:2]1[CH:7]=[CH:6][CH:5]=[CH:4][CH:3]=1, predict the reactants needed to synthesize it. The reactants are: [C:1]([C:9]1[CH:17]=[CH:16][C:12](C(O)=O)=[CH:11][CH:10]=1)(=[O:8])[C:2]1[CH:7]=[CH:6][CH:5]=[CH:4][CH:3]=1.[OH-].[Na+].Cl. (4) Given the product [CH3:1][O:2][C:3]1[CH:4]=[C:5]2[C:10](=[CH:11][C:12]=1[O:13][CH3:14])[N:9]=[CH:8][N:7]=[C:6]2[O:15][C:16]1[CH:22]=[CH:21][C:19]([NH:20][C:27]([NH:35][N:36]2[CH2:42][CH2:41][CH2:40][CH2:39][CH2:38][CH2:37]2)=[O:33])=[CH:18][CH:17]=1, predict the reactants needed to synthesize it. The reactants are: [CH3:1][O:2][C:3]1[CH:4]=[C:5]2[C:10](=[CH:11][C:12]=1[O:13][CH3:14])[N:9]=[CH:8][N:7]=[C:6]2[O:15][C:16]1[CH:22]=[CH:21][C:19]([NH2:20])=[CH:18][CH:17]=1.ClC(Cl)(O[C:27](=[O:33])OC(Cl)(Cl)Cl)Cl.[NH2:35][N:36]1[CH2:42][CH2:41][CH2:40][CH2:39][CH2:38][CH2:37]1.C(=O)(O)[O-].[Na+]. (5) Given the product [Cl:1][C:2]1[N:11]=[CH:10][C:9]2[N:8]([CH3:18])[C:7](=[O:12])[C@H:6]([CH2:13][CH3:14])[N:5]([CH:15]([CH3:16])[CH3:17])[C:4]=2[N:3]=1, predict the reactants needed to synthesize it. The reactants are: [Cl:1][C:2]1[N:11]=[CH:10][C:9]2[NH:8][C:7](=[O:12])[C@H:6]([CH2:13][CH3:14])[N:5]([CH:15]([CH3:17])[CH3:16])[C:4]=2[N:3]=1.[C:18]1(C)C=CC(S(OC)(=O)=O)=CC=1.C(=O)([O-])[O-].[K+].[K+]. (6) The reactants are: [Br:1][C:2]1[CH:7]=[CH:6][C:5]([C:8](=[O:13])[C:9]([F:12])([F:11])[F:10])=[CH:4][CH:3]=1.[BH4-].[Na+]. Given the product [Br:1][C:2]1[CH:7]=[CH:6][C:5]([CH:8]([OH:13])[C:9]([F:11])([F:12])[F:10])=[CH:4][CH:3]=1, predict the reactants needed to synthesize it.